From a dataset of Reaction yield outcomes from USPTO patents with 853,638 reactions. Predict the reaction yield, written as a fraction of the theoretical maximum amount of product (1.0 means a 100% yield; for example, 0.34 means a 34% yield). (1) The reactants are Br[C:2]1[C:3]([NH2:22])=[N:4][CH:5]=[C:6]([C:8]2[CH:13]=[CH:12][C:11]([O:14][Si:15]([C:18]([CH3:21])([CH3:20])[CH3:19])([CH3:17])[CH3:16])=[CH:10][CH:9]=2)[N:7]=1.[C:23]1(B(O)O)[C:32]2[C:27](=[CH:28][CH:29]=[CH:30][CH:31]=2)[CH:26]=[CH:25][CH:24]=1.C([O-])([O-])=O.[Na+].[Na+].O. The catalyst is C1(C)C=CC=CC=1.C(O)C.Cl[Pd](Cl)([P](C1C=CC=CC=1)(C1C=CC=CC=1)C1C=CC=CC=1)[P](C1C=CC=CC=1)(C1C=CC=CC=1)C1C=CC=CC=1. The product is [Si:15]([O:14][C:11]1[CH:12]=[CH:13][C:8]([C:6]2[N:7]=[C:2]([C:31]3[C:32]4[C:27](=[CH:26][CH:25]=[CH:24][CH:23]=4)[CH:28]=[CH:29][CH:30]=3)[C:3]([NH2:22])=[N:4][CH:5]=2)=[CH:9][CH:10]=1)([C:18]([CH3:21])([CH3:20])[CH3:19])([CH3:17])[CH3:16]. The yield is 0.865. (2) The catalyst is CN(C=O)C. The reactants are [Cl:1][C:2]1[N:3]([CH2:10][C@:11]2([CH3:14])[CH2:13][O:12]2)[CH:4]=[C:5]([N+:7]([O-:9])=[O:8])[N:6]=1.[F:15][C:16]([F:32])([F:31])[C:17]1[CH:30]=[CH:29][C:20]([CH2:21][O:22][CH:23]2[CH2:28][CH2:27][NH:26][CH2:25][CH2:24]2)=[CH:19][CH:18]=1.O. The yield is 0.870. The product is [Cl:1][C:2]1[N:3]([CH2:10][C@@:11]([CH3:14])([OH:12])[CH2:13][N:26]2[CH2:25][CH2:24][CH:23]([O:22][CH2:21][C:20]3[CH:29]=[CH:30][C:17]([C:16]([F:15])([F:31])[F:32])=[CH:18][CH:19]=3)[CH2:28][CH2:27]2)[CH:4]=[C:5]([N+:7]([O-:9])=[O:8])[N:6]=1. (3) The reactants are [CH3:1][C:2](=O)[CH2:3][CH2:4][CH2:5][CH2:6][CH3:7].[CH3:9][C:10]1[CH:11]=[CH:12][C:13]([C:16]([CH3:18])=O)=[CH:14][CH:15]=1.C(O[C:22](=[O:26])[CH2:23][C:24]#[N:25])C.[C:27]([O-])(=O)C.[NH4+:31]. The catalyst is CN(C=O)C.CCOC(C)=O. The product is [CH3:1][C:2]1([C:3]2[CH:27]=[CH:7][CH:6]=[CH:5][CH:4]=2)[NH:31][C:22](=[O:26])[C:23]([C:24]#[N:25])=[C:16]([C:13]2[CH:12]=[CH:11][C:10]([CH3:9])=[CH:15][CH:14]=2)[CH2:18]1. The yield is 0.0600. (4) The reactants are [CH2:1]([C:4]1([S:7]([NH:10][C:11]2C(OC)=C[C:14]([F:19])=[C:13]([F:20])[C:12]=2[NH:21][C:22]2[CH:27]=[CH:26][C:25]([I:28])=[CH:24][C:23]=2[F:29])(=[O:9])=[O:8])[CH2:6][CH2:5]1)C=C.C[N+]1([O-])[CH2:36][CH2:35][O:34]CC1.[C:38]([O:41][CH2:42][CH3:43])(=O)C.C1C[O:47]CC1. The catalyst is O.[Os](=O)(=O)(=O)=O. The product is [F:20][C:13]1[C:12]([NH:21][C:22]2[CH:27]=[CH:26][C:25]([I:28])=[CH:24][C:23]=2[F:29])=[C:11]([NH:10][S:7]([C:4]2([CH2:1][CH:36]([OH:47])[CH2:35][OH:34])[CH2:5][CH2:6]2)(=[O:8])=[O:9])[C:42]([O:41][CH3:38])=[CH:43][C:14]=1[F:19]. The yield is 0.780. (5) The reactants are [CH3:1][N:2]([CH3:17])[C:3]1[CH:8]=[CH:7][C:6]([CH:9]([O:12][Si](C)(C)C)[C:10]#[N:11])=[CH:5][CH:4]=1.Cl.C([O-])(O)=O.[Na+]. The catalyst is C1COCC1.CCOC(C)=O.O. The product is [CH3:1][N:2]([CH3:17])[C:3]1[CH:4]=[CH:5][C:6]([CH:9]([OH:12])[C:10]#[N:11])=[CH:7][CH:8]=1. The yield is 1.00. (6) The product is [CH3:1][O:2][C:3]([C@@H:5]([N:13]1[CH2:21][C:17]2[CH:18]=[CH:19][S:20][C:16]=2[CH2:15][CH2:14]1)[C:6]1[C:11]([Cl:12])=[CH:10][CH:9]=[CH:8][CH:7]=1)=[O:4].[OH:25][S:22]([OH:26])(=[O:24])=[O:23]. The yield is 0.400. The reactants are [CH3:1][O:2][C:3]([C@@H:5]([N:13]1[CH2:21][C:17]2[CH:18]=[CH:19][S:20][C:16]=2[CH2:15][CH2:14]1)[C:6]1[CH:7]=[CH:8][CH:9]=[CH:10][C:11]=1[Cl:12])=[O:4].[S:22](=[O:26])(=[O:25])([OH:24])[OH:23]. The catalyst is C(O)(C)C. (7) The reactants are [CH:1]([O:4][C:5]1[CH:10]=[CH:9][C:8]([N:11]2[C:16](=[O:17])[C:15]([CH2:18][C:19]3[CH:24]=[CH:23][C:22]([C:25]4[CH:30]=[CH:29][CH:28]=[CH:27][C:26]=4[C:31]4[NH:35][C:34](=[O:36])[O:33][N:32]=4)=[CH:21][CH:20]=3)=[C:14]([CH2:37][CH2:38][CH3:39])[N:13]=[C:12]2[CH3:40])=[CH:7][CH:6]=1)([CH3:3])[CH3:2].C(OC(C)C)(C)C.C(OCC)(=O)CCCCC.[K:58]. The catalyst is C(O)C. The product is [K:58].[CH:1]([O:4][C:5]1[CH:10]=[CH:9][C:8]([N:11]2[C:16](=[O:17])[C:15]([CH2:18][C:19]3[CH:24]=[CH:23][C:22]([C:25]4[CH:30]=[CH:29][CH:28]=[CH:27][C:26]=4[C:31]4[NH:35][C:34](=[O:36])[O:33][N:32]=4)=[CH:21][CH:20]=3)=[C:14]([CH2:37][CH2:38][CH3:39])[N:13]=[C:12]2[CH3:40])=[CH:7][CH:6]=1)([CH3:3])[CH3:2]. The yield is 0.560. (8) The reactants are [CH3:1][C:2]([C:6]1[CH:7]=[C:8]([CH:13]=[CH:14][CH:15]=1)[C:9]([O:11]C)=[O:10])([CH3:5])[C:3]#[CH:4].O1CCCC1.[OH-].[Na+].Cl. The catalyst is CO. The product is [CH3:5][C:2]([C:6]1[CH:7]=[C:8]([CH:13]=[CH:14][CH:15]=1)[C:9]([OH:11])=[O:10])([CH3:1])[C:3]#[CH:4]. The yield is 0.920. (9) The catalyst is CO. The reactants are C[O:2][C:3](=[O:29])[C:4]1[CH:9]=[CH:8][C:7]([NH:10][C:11]([NH:13][C:14]2[CH:19]=[N:18][C:17]([CH3:20])=[CH:16][N:15]=2)=[O:12])=[C:6]([O:21][CH2:22][C:23]2[CH:24]=[N:25][CH:26]=[CH:27][CH:28]=2)[CH:5]=1.[OH-].[Li+].Cl. The yield is 0.900. The product is [CH3:20][C:17]1[N:18]=[CH:19][C:14]([NH:13][C:11](=[O:12])[NH:10][C:7]2[CH:8]=[CH:9][C:4]([C:3]([OH:29])=[O:2])=[CH:5][C:6]=2[O:21][CH2:22][C:23]2[CH:24]=[N:25][CH:26]=[CH:27][CH:28]=2)=[N:15][CH:16]=1. (10) The yield is 0.260. The reactants are Cl.[F:2][C:3]1[CH:4]=[CH:5][C:6]2[N:15]=[C:14]([NH2:16])[C:13]3[CH:12]=[C:11]([CH3:17])[S:10][C:9]=3[NH:8][C:7]=2[CH:18]=1.[CH3:19][O:20][CH2:21][CH2:22][CH2:23][C@H:24]1[CH2:29]N[CH2:27][CH2:26][NH:25]1.C(N(C(C)C)CC)(C)C. The product is [F:2][C:3]1[CH:4]=[CH:5][C:6]2[N:15]=[C:14]([N:16]3[CH2:27][CH2:26][NH:25][C@@H:24]([CH2:23][CH2:22][CH2:21][O:20][CH3:19])[CH2:29]3)[C:13]3[CH:12]=[C:11]([CH3:17])[S:10][C:9]=3[NH:8][C:7]=2[CH:18]=1. The catalyst is C1(C)C=CC=CC=1.CS(C)=O.